From a dataset of Peptide-MHC class II binding affinity with 134,281 pairs from IEDB. Regression. Given a peptide amino acid sequence and an MHC pseudo amino acid sequence, predict their binding affinity value. This is MHC class II binding data. (1) The peptide sequence is IRDGLQYGWKTWGKN. The MHC is DRB1_1101 with pseudo-sequence DRB1_1101. The binding affinity (normalized) is 0.581. (2) The peptide sequence is RADEINAIFEENEVD. The MHC is DRB3_0202 with pseudo-sequence DRB3_0202. The binding affinity (normalized) is 0. (3) The peptide sequence is KYTATISGLKPGVDY. The MHC is HLA-DPA10201-DPB10101 with pseudo-sequence HLA-DPA10201-DPB10101. The binding affinity (normalized) is 0.298. (4) The peptide sequence is KFPELGMNPSHCNEM. The MHC is HLA-DQA10301-DQB10302 with pseudo-sequence HLA-DQA10301-DQB10302. The binding affinity (normalized) is 0.103.